From a dataset of Reaction yield outcomes from USPTO patents with 853,638 reactions. Predict the reaction yield, written as a fraction of the theoretical maximum amount of product (1.0 means a 100% yield; for example, 0.34 means a 34% yield). (1) The reactants are Br[C:2]1[C:3]2[C:4]3[CH:17]=[CH:16][S:15][C:5]=3[C:6](=[O:14])[NH:7][C:8]=2[CH:9]=[CH:10][C:11]=1[O:12][CH3:13].CC1(C)C(C)(C)OB([C:26]2[CH:31]=[CH:30][C:29]([CH:32]([CH3:35])[C:33]#[N:34])=[CH:28][CH:27]=2)O1. No catalyst specified. The product is [CH3:13][O:12][C:11]1[CH:10]=[CH:9][C:8]2[NH:7][C:6](=[O:14])[C:5]3[S:15][CH:16]=[CH:17][C:4]=3[C:3]=2[C:2]=1[C:26]1[CH:31]=[CH:30][C:29]([CH:32]([CH3:35])[C:33]#[N:34])=[CH:28][CH:27]=1. The yield is 0.820. (2) The reactants are [C:1]([O:5][C:6]([N:8]1[CH2:13][CH2:12][CH:11]([NH:14][C:15]2[C:24]3[C:19](=[CH:20][CH:21]=[C:22]([Cl:25])[N:23]=3)[N:18]=[CH:17][C:16]=2[C:26]([O:28]CC)=[O:27])[CH2:10][CH2:9]1)=[O:7])([CH3:4])([CH3:3])[CH3:2].CO.[Li+].[OH-].Cl. The catalyst is O.C1COCC1. The product is [C:1]([O:5][C:6]([N:8]1[CH2:13][CH2:12][CH:11]([NH:14][C:15]2[C:24]3[C:19](=[CH:20][CH:21]=[C:22]([Cl:25])[N:23]=3)[N:18]=[CH:17][C:16]=2[C:26]([OH:28])=[O:27])[CH2:10][CH2:9]1)=[O:7])([CH3:4])([CH3:2])[CH3:3]. The yield is 0.830.